This data is from Catalyst prediction with 721,799 reactions and 888 catalyst types from USPTO. The task is: Predict which catalyst facilitates the given reaction. (1) Reactant: Br[C:2]1[CH:11]=[CH:10][CH:9]=[C:8]2[C:3]=1[CH2:4][CH2:5][O:6][C:7]2([C:13]1[NH:14][CH2:15][CH2:16][N:17]=1)C.C(=O)([O-])[O-].[Na+].[Na+].[CH:24]1(B(O)O)[CH2:26][CH2:25]1.O. Product: [CH:24]1([C:2]2[CH:11]=[CH:10][CH:9]=[C:8]3[C:3]=2[CH2:4][CH2:5][O:6][CH:7]3[C:13]2[NH:14][CH2:15][CH2:16][N:17]=2)[CH2:26][CH2:25]1. The catalyst class is: 745. (2) Reactant: C(=O)([O-])[O-].[Na+].[Na+].CC1C=C(C)C=C(C)C=1S(O)(=O)=O.[C:20]([O:24][C:25](=[O:38])[NH:26][CH2:27][CH2:28][N:29]1[CH2:36][CH:35]2[O:37][CH:31]([CH2:32][NH:33][CH2:34]2)[CH2:30]1)([CH3:23])([CH3:22])[CH3:21].[O:39]1[CH2:41][C@H:40]1[CH2:42][O:43][C:44]1[CH:51]=[CH:50][C:47]([C:48]#[N:49])=[CH:46][CH:45]=1. Product: [C:48]([C:47]1[CH:50]=[CH:51][C:44]([O:43][CH2:42][C@@H:40]([OH:39])[CH2:41][N:33]2[CH2:32][CH:31]3[O:37][CH:35]([CH2:36][N:29]([CH2:28][CH2:27][NH:26][C:25](=[O:38])[O:24][C:20]([CH3:23])([CH3:21])[CH3:22])[CH2:30]3)[CH2:34]2)=[CH:45][CH:46]=1)#[N:49]. The catalyst class is: 6. (3) Product: [CH2:1]([NH:3][C:4]1[N:12]=[C:11]([C:13]([F:16])([F:15])[F:14])[CH:10]=[CH:9][C:5]=1[C:6]([NH:52][C:48]([CH3:49])([C:50]#[CH:51])[CH3:47])=[O:8])[CH3:2]. The catalyst class is: 2. Reactant: [CH2:1]([NH:3][C:4]1[N:12]=[C:11]([C:13]([F:16])([F:15])[F:14])[CH:10]=[CH:9][C:5]=1[C:6]([OH:8])=O)[CH3:2].CCN=C=NCCCN(C)C.C1C=CC2N(O)N=NC=2C=1.CCN(C(C)C)C(C)C.[CH3:47][C:48]([NH2:52])([C:50]#[CH:51])[CH3:49]. (4) Reactant: [CH2:1]([N:21]=[N+]=[N-])[CH2:2][CH2:3][CH2:4]/[CH:5]=[CH:6]\[CH2:7]/[CH:8]=[CH:9]\[CH2:10]/[CH:11]=[CH:12]\[CH2:13]/[CH:14]=[CH:15]\[CH2:16][CH2:17][CH2:18][CH2:19][CH3:20].[H-].[H-].[H-].[H-].[Li+].[Al+3].C1COCC1.[F-].[Na+]. Product: [CH2:1]([NH2:21])[CH2:2][CH2:3][CH2:4]/[CH:5]=[CH:6]\[CH2:7]/[CH:8]=[CH:9]\[CH2:10]/[CH:11]=[CH:12]\[CH2:13]/[CH:14]=[CH:15]\[CH2:16][CH2:17][CH2:18][CH2:19][CH3:20]. The catalyst class is: 28.